Dataset: Full USPTO retrosynthesis dataset with 1.9M reactions from patents (1976-2016). Task: Predict the reactants needed to synthesize the given product. (1) Given the product [CH3:1][O:2][C:3]([C@@H:5]([N:13]1[CH2:21][C:17]2[CH:18]=[CH:19][S:20][C:16]=2[CH2:15][CH2:14]1)[C:6]1[C:11]([Cl:12])=[CH:10][CH:9]=[CH:8][CH:7]=1)=[O:4].[OH:29][S:26]([OH:30])(=[O:28])=[O:27], predict the reactants needed to synthesize it. The reactants are: [CH3:1][O:2][C:3]([C@@H:5]([N:13]1[CH2:21][C:17]2[CH:18]=[CH:19][S:20][C:16]=2[CH2:15][CH2:14]1)[C:6]1[CH:7]=[CH:8][CH:9]=[CH:10][C:11]=1[Cl:12])=[O:4].C(Cl)CCl.[S:26](=[O:30])(=[O:29])([OH:28])[OH:27]. (2) Given the product [CH3:14][N:15]1[CH2:20][CH2:19][N:18]([CH2:3][C:2]([CH3:1])([N:6]2[CH:10]=[C:9]([N+:11]([O-:13])=[O:12])[N:8]=[CH:7]2)[CH3:5])[CH2:17][CH2:16]1, predict the reactants needed to synthesize it. The reactants are: [CH3:1][C:2]([N:6]1[CH:10]=[C:9]([N+:11]([O-:13])=[O:12])[N:8]=[CH:7]1)([CH3:5])[CH:3]=O.[CH3:14][N:15]1[CH2:20][CH2:19][NH:18][CH2:17][CH2:16]1. (3) Given the product [NH2:14][CH:9]([C:11]#[N:12])[CH2:8][CH:5]1[CH2:6][CH2:7][N:2]([CH3:1])[CH2:3][CH2:4]1, predict the reactants needed to synthesize it. The reactants are: [CH3:1][N:2]1[CH2:7][CH2:6][CH:5]([CH2:8][CH:9]=O)[CH2:4][CH2:3]1.[C-:11]#[N:12].[Na+].[NH4+:14].[Cl-].N.CO.N. (4) Given the product [Cl:15][C:13]1[CH:12]=[CH:11][CH:10]=[C:9]2[C:14]=1[NH:5][CH2:6][C:7](=[O:16])[NH:8]2, predict the reactants needed to synthesize it. The reactants are: C([N:5]1[C:14]2[C:9](=[CH:10][CH:11]=[CH:12][C:13]=2[Cl:15])[NH:8][C:7](=[O:16])[CH2:6]1)(C)(C)C.[BH4-].[Na+].O.